From a dataset of Catalyst prediction with 721,799 reactions and 888 catalyst types from USPTO. Predict which catalyst facilitates the given reaction. (1) Reactant: [CH3:1][N:2]([CH3:46])[CH2:3][C:4]([NH:6][C:7]1[CH:8]=[CH:9][C:10]([O:44][CH3:45])=[C:11]([NH:13][C:14]2[N:15]=[C:16]([NH:33][C:34]3[CH:42]=[CH:41][CH:40]=[C:39]([F:43])[C:35]=3[C:36]([NH2:38])=[O:37])[C:17]3[CH:22]=[CH:21][N:20](S(C4C=CC(C)=CC=4)(=O)=O)[C:18]=3[N:19]=2)[CH:12]=1)=[O:5].[OH-].[K+].CCOC(C)=O.C([O-])(O)=O.[Na+]. Product: [CH3:1][N:2]([CH3:46])[CH2:3][C:4]([NH:6][C:7]1[CH:8]=[CH:9][C:10]([O:44][CH3:45])=[C:11]([NH:13][C:14]2[NH:19][C:18]3=[N:20][CH:21]=[CH:22][C:17]3=[C:16]([NH:33][C:34]3[CH:42]=[CH:41][CH:40]=[C:39]([F:43])[C:35]=3[C:36]([NH2:38])=[O:37])[N:15]=2)[CH:12]=1)=[O:5]. The catalyst class is: 12. (2) Reactant: [N+:1]([C:4]1[CH:5]=[CH:6][C:7]2[S:12]NC(=O)C[C:8]=2[CH:14]=1)([O-:3])=[O:2].[H-].[Na+].[CH3:17]I.CO.[CH3:21][N:22]([CH:24]=[O:25])C. Product: [CH3:21][N:22]1[C:8]2[CH:14]=[C:4]([N+:1]([O-:3])=[O:2])[CH:5]=[CH:6][C:7]=2[S:12][CH2:17][C:24]1=[O:25]. The catalyst class is: 6. (3) Reactant: C([O:8][CH2:9][N:10]1[C:18]2[C:13](=[CH:14][C:15]([C:19]([OH:21])=[O:20])=[CH:16][CH:17]=2)[CH:12]=[CH:11]1)C1C=CC=CC=1.[H][H]. Product: [OH:8][CH2:9][N:10]1[C:18]2[C:13](=[CH:14][C:15]([C:19]([OH:21])=[O:20])=[CH:16][CH:17]=2)[CH:12]=[CH:11]1. The catalyst class is: 29. (4) Reactant: NCC1C(CC)=[N:7][C:6]2[N:11]([CH2:14][CH3:15])[N:12]=[CH:13][C:5]=2[C:4]=1[NH:16][CH:17]1[CH2:22][CH2:21][O:20][CH2:19][CH2:18]1.[N+]([C:26]1[CH:31]=[CH:30][C:29]([N:32]([CH2:36][C:37]2[CH:42]=[CH:41][CH:40]=[CH:39][CH:38]=2)[C:33](=[O:35])[O-])=C[CH:27]=1)([O-])=O.CC[N:45](C(C)C)C(C)C. Product: [CH2:14]([N:11]1[C:6]2=[N:7][C:31]([CH2:26][CH3:27])=[C:30]([CH2:29][N:32]([CH2:36][C:37]3[CH:38]=[CH:39][CH:40]=[CH:41][CH:42]=3)[C:33]([NH2:45])=[O:35])[C:4]([NH:16][CH:17]3[CH2:18][CH2:19][O:20][CH2:21][CH2:22]3)=[C:5]2[CH:13]=[N:12]1)[CH3:15]. The catalyst class is: 4.